This data is from Reaction yield outcomes from USPTO patents with 853,638 reactions. The task is: Predict the reaction yield, written as a fraction of the theoretical maximum amount of product (1.0 means a 100% yield; for example, 0.34 means a 34% yield). (1) The reactants are [C:1]([CH2:8][N:9]1[CH2:22][CH2:21][CH2:20][N:19]2[CH2:23][CH2:24][CH2:25][N:12]([CH2:13][CH2:14][CH2:15][N:16]([CH2:26][C:27]([O:29]C(C)(C)C)=[O:28])[CH2:17][CH2:18]2)[CH2:11][CH2:10]1)([O:3]C(C)(C)C)=[O:2]. The catalyst is C(C(O)=O)(F)(F)F.C(Cl)Cl. The product is [C:27]([CH2:26][N:16]1[CH2:15][CH2:14][CH2:13][N:12]2[CH2:25][CH2:24][CH2:23][N:19]([CH2:20][CH2:21][CH2:22][N:9]([CH2:8][C:1]([OH:3])=[O:2])[CH2:10][CH2:11]2)[CH2:18][CH2:17]1)([OH:29])=[O:28]. The yield is 0.980. (2) The reactants are [NH2:1][C:2]1[CH:7]=[CH:6][C:5]([CH2:8][CH2:9][CH2:10][C:11]([O:13]C)=O)=[CH:4][CH:3]=1.[NH4+:15].[OH-]. The catalyst is CO. The product is [NH2:1][C:2]1[CH:7]=[CH:6][C:5]([CH2:8][CH2:9][CH2:10][C:11]([NH2:15])=[O:13])=[CH:4][CH:3]=1. The yield is 0.700. (3) The reactants are [OH:1][C:2]1[CH:7]=[CH:6][C:5]([OH:8])=[CH:4][CH:3]=1.C(=O)([O-])[O-].[K+].[K+].Cl[C:16]1[CH:21]=[CH:20][C:19]([C:22]([F:25])([F:24])[F:23])=[CH:18][N:17]=1.O. The catalyst is CN(C=O)C. The product is [F:23][C:22]([F:25])([F:24])[C:19]1[CH:20]=[CH:21][C:16]([O:1][C:2]2[CH:7]=[CH:6][C:5]([OH:8])=[CH:4][CH:3]=2)=[N:17][CH:18]=1. The yield is 0.750.